Dataset: Full USPTO retrosynthesis dataset with 1.9M reactions from patents (1976-2016). Task: Predict the reactants needed to synthesize the given product. (1) Given the product [F:52][C:49]([F:50])([F:51])[C:47]1[CH:46]=[C:5]([CH:4]=[C:3]([C:2]([F:53])([F:1])[F:54])[CH:48]=1)[CH2:6][N:7]([CH2:20][C:21]1[CH:26]=[C:25]([C:27]([F:28])([F:29])[F:30])[CH:24]=[CH:23][C:22]=1[N:31]([C:41]([O:43][CH2:44][CH3:45])=[O:42])[CH2:32][CH2:33][CH2:34][CH2:35][C:36]([OH:38])=[O:37])[C:8]1[N:13]=[CH:12][C:11]([N:14]2[CH2:19][CH2:18][O:17][CH2:16][CH2:15]2)=[CH:10][N:9]=1, predict the reactants needed to synthesize it. The reactants are: [F:1][C:2]([F:54])([F:53])[C:3]1[CH:4]=[C:5]([CH:46]=[C:47]([C:49]([F:52])([F:51])[F:50])[CH:48]=1)[CH2:6][N:7]([CH2:20][C:21]1[CH:26]=[C:25]([C:27]([F:30])([F:29])[F:28])[CH:24]=[CH:23][C:22]=1[N:31]([C:41]([O:43][CH2:44][CH3:45])=[O:42])[CH2:32][CH2:33][CH2:34][CH2:35][C:36]([O:38]CC)=[O:37])[C:8]1[N:13]=[CH:12][C:11]([N:14]2[CH2:19][CH2:18][O:17][CH2:16][CH2:15]2)=[CH:10][N:9]=1.[OH-].[Na+].C(O)(=O)CC(CC(O)=O)(C(O)=O)O. (2) The reactants are: [Cl:1][C:2]1[C:3]2[CH:10]=[CH:9][NH:8][C:4]=2[N:5]=[CH:6][N:7]=1.[B-](F)(F)(F)[F:12].[B-](F)(F)(F)F.C1[N+]2(CCl)CC[N+](F)(CC2)C1.C(Cl)Cl.CO. Given the product [Cl:1][C:2]1[C:3]2[C:10]([F:12])=[CH:9][NH:8][C:4]=2[N:5]=[CH:6][N:7]=1, predict the reactants needed to synthesize it. (3) Given the product [NH2:7][CH2:8][CH:9]([NH:16][C:17]([C:18]1[CH:23]=[CH:22][C:21]([CH3:24])=[C:20]([NH:25][C:26]([C:28]2[C:29](=[O:42])[NH:30][C:31]3[C:36]([CH:37]=2)=[CH:35][C:34]([O:38][CH3:39])=[C:33]([O:40][CH3:41])[CH:32]=3)=[O:27])[CH:19]=1)=[O:43])[C:10]1[CH:11]=[CH:12][CH:13]=[CH:14][CH:15]=1, predict the reactants needed to synthesize it. The reactants are: C(OC(=O)[NH:7][CH2:8][CH:9]([NH:16][C:17](=[O:43])[C:18]1[CH:23]=[CH:22][C:21]([CH3:24])=[C:20]([NH:25][C:26]([C:28]2[C:29](=[O:42])[NH:30][C:31]3[C:36]([CH:37]=2)=[CH:35][C:34]([O:38][CH3:39])=[C:33]([O:40][CH3:41])[CH:32]=3)=[O:27])[CH:19]=1)[C:10]1[CH:15]=[CH:14][CH:13]=[CH:12][CH:11]=1)(C)(C)C. (4) Given the product [F:23][C:2]([F:1])([F:24])[C:3]1[CH:4]=[CH:5][C:6]([O:9][C:10]2[CH:11]=[C:12]3[C:17](=[CH:18][CH:19]=2)[N:16]=[C:15]([C:20]([N:40]2[CH2:41][C:58](=[O:61])[N:36]4[CH2:35][CH2:42][CH2:43][C@H:44]4[CH2:39]2)=[O:21])[CH:14]=[CH:13]3)=[N:7][CH:8]=1, predict the reactants needed to synthesize it. The reactants are: [F:1][C:2]([F:24])([F:23])[C:3]1[CH:4]=[CH:5][C:6]([O:9][C:10]2[CH:11]=[C:12]3[C:17](=[CH:18][CH:19]=2)[N:16]=[C:15]([C:20](O)=[O:21])[CH:14]=[CH:13]3)=[N:7][CH:8]=1.F[P-](F)(F)(F)(F)F.CN([C:35](N(C)C)=[N+:36]1[C:44]2[C:39](=[N:40][CH:41]=[CH:42][CH:43]=2)[N+]([O-])=N1)C.C(N(CC)C(C)C)(C)C.[C:58]([O-:61])(O)=O.[Na+]. (5) The reactants are: [Br:1][C:2]1[CH:3]=[C:4]([CH:6]=[CH:7][CH:8]=1)[NH2:5].[CH:9](=O)[CH2:10][CH3:11]. Given the product [Br:1][C:2]1[CH:3]=[C:4]([CH:6]=[CH:7][CH:8]=1)[NH:5][CH2:9][CH2:10][CH3:11], predict the reactants needed to synthesize it. (6) Given the product [O:1]1[C:6]2[CH:7]=[CH:8][CH:9]=[CH:10][C:5]=2[O:4][CH2:3][C@@H:2]1[CH2:11][N:12]1[CH2:17][CH2:16][CH2:15][C@H:14]([C:18]2[CH:19]=[C:20]([CH:21]=[CH:22][CH:23]=2)[O:24][CH2:32][CH2:33][OH:34])[CH2:13]1, predict the reactants needed to synthesize it. The reactants are: [O:1]1[C:6]2[CH:7]=[CH:8][CH:9]=[CH:10][C:5]=2[O:4][CH2:3][C@@H:2]1[CH2:11][N:12]1[CH2:17][CH2:16][CH2:15][C@H:14]([C:18]2[CH:19]=[C:20]([OH:24])[CH:21]=[CH:22][CH:23]=2)[CH2:13]1.C([O-])([O-])=O.[K+].[K+].Cl[CH2:32][CH2:33][OH:34]. (7) Given the product [ClH:1].[NH2:9][C:4]1[CH:5]=[C:6]([CH3:8])[CH:7]=[C:2]([Cl:1])[C:3]=1[OH:12], predict the reactants needed to synthesize it. The reactants are: [Cl:1][C:2]1[CH:7]=[C:6]([CH3:8])[CH:5]=[C:4]([N+:9]([O-])=O)[C:3]=1[OH:12]. (8) Given the product [Br:1][C:2]1[CH:7]=[N:6][C:5]2[C:8](=[O:9])[NH:16][N:17]=[CH:12][C:4]=2[CH:3]=1, predict the reactants needed to synthesize it. The reactants are: [Br:1][C:2]1[CH:3]=[C:4]([CH:12](Br)Br)[C:5]([C:8](OC)=[O:9])=[N:6][CH:7]=1.O.[NH2:16][NH2:17]. (9) Given the product [Cl:32][C:26]1[CH:27]=[C:28]([Cl:31])[CH:29]=[CH:30][C:25]=1[C:24]1[N:20]2[N:19]=[C:18]([CH3:34])[C:17]([N:9]3[C:10]([CH3:42])=[CH:36][C:35]([CH3:38])=[N:8]3)=[C:21]2[O:22][C:23]=1[CH3:33], predict the reactants needed to synthesize it. The reactants are: C(OC([NH:8][N:9]([C:17]1[C:18]([CH3:34])=[N:19][N:20]2[C:24]([C:25]3[CH:30]=[CH:29][C:28]([Cl:31])=[CH:27][C:26]=3[Cl:32])=[C:23]([CH3:33])[O:22][C:21]=12)[C:10](OC(C)(C)C)=O)=O)(C)(C)C.[C:35]([CH2:38]C(=O)C)(=O)[CH3:36].[CH3:42]C(O)=O.